From a dataset of Catalyst prediction with 721,799 reactions and 888 catalyst types from USPTO. Predict which catalyst facilitates the given reaction. (1) Reactant: [I:1][C:2]1[CH:7]=[CH:6][C:5]([O:8][CH:9]([CH3:31])[CH2:10][O:11]C(C2C=CC=CC=2)(C2C=CC=CC=2)C2C=CC=CC=2)=[CH:4][CH:3]=1.FC(F)(F)C(O)=O. Product: [I:1][C:2]1[CH:7]=[CH:6][C:5]([O:8][CH:9]([CH3:31])[CH2:10][OH:11])=[CH:4][CH:3]=1. The catalyst class is: 4. (2) Reactant: [C:1]([CH2:4][CH2:5][C:6]1[C:7]([CH3:13])=[C:8]([CH:11]=O)[NH:9][CH:10]=1)([OH:3])=[O:2].[CH3:14][O:15][C:16]1[CH:24]=[C:23]2[C:19]([CH2:20][C:21](=[O:25])[NH:22]2)=[CH:18][CH:17]=1. Product: [CH3:14][O:15][C:16]1[CH:24]=[C:23]2[C:19]([C:20](=[CH:11][C:8]3[NH:9][CH:10]=[C:6]([CH2:5][CH2:4][C:1]([OH:3])=[O:2])[C:7]=3[CH3:13])[C:21](=[O:25])[NH:22]2)=[CH:18][CH:17]=1. The catalyst class is: 495.